This data is from TCR-epitope binding with 47,182 pairs between 192 epitopes and 23,139 TCRs. The task is: Binary Classification. Given a T-cell receptor sequence (or CDR3 region) and an epitope sequence, predict whether binding occurs between them. (1) The epitope is TPINLVRDL. The TCR CDR3 sequence is CASSEAGPTYEQYF. Result: 1 (the TCR binds to the epitope). (2) Result: 1 (the TCR binds to the epitope). The epitope is RLRPGGKKK. The TCR CDR3 sequence is CASSPGLDGEQYF. (3) The epitope is GTITSGWTF. The TCR CDR3 sequence is CASSPGRLDIMNTEAFF. Result: 0 (the TCR does not bind to the epitope). (4) The epitope is RLRAEAQVK. The TCR CDR3 sequence is CASKDGISYEQYF. Result: 1 (the TCR binds to the epitope). (5) Result: 0 (the TCR does not bind to the epitope). The epitope is YEGNSPFHPL. The TCR CDR3 sequence is CASSKDKGQDYYRYTF. (6) The epitope is IYSKHTPINL. The TCR CDR3 sequence is CASRLARDEQFF. Result: 0 (the TCR does not bind to the epitope). (7) The epitope is LPAADLDDF. The TCR CDR3 sequence is CASSQGKGPGNTIYF. Result: 1 (the TCR binds to the epitope).